Dataset: Retrosynthesis with 50K atom-mapped reactions and 10 reaction types from USPTO. Task: Predict the reactants needed to synthesize the given product. (1) Given the product Cc1cc(OC[C@@H](C)CO)cc(C)c1Br, predict the reactants needed to synthesize it. The reactants are: C[C@@H](CO)CBr.Cc1cc(O)cc(C)c1Br. (2) Given the product COC(=O)c1cc(C2CC2)c(OCC2CCN(C(=O)c3cc(F)ccc3N)CC2)cc1F, predict the reactants needed to synthesize it. The reactants are: COC(=O)c1cc(C2CC2)c(OCC2CCNCC2)cc1F.Nc1ccc(F)cc1C(=O)O.